Dataset: Forward reaction prediction with 1.9M reactions from USPTO patents (1976-2016). Task: Predict the product of the given reaction. (1) Given the reactants [CH2:1]([O:3][C:4](=[O:20])[CH2:5][CH:6]1[O:10][B:9]([OH:11])[C:8]2[CH:12]=[C:13]([OH:19])[CH:14]=[C:15]([CH2:16]OC)[C:7]1=2)[CH3:2].C([O-])([O-])=O.[Cs+].[Cs+].Br[C:28]1[N:29]=[CH:30][C:31]([C:34]([NH2:36])=[O:35])=[N:32][CH:33]=1, predict the reaction product. The product is: [CH2:1]([O:3][C:4](=[O:20])[CH2:5][CH:6]1[O:10][B:9]([OH:11])[C:8]2[CH:12]=[C:13]([O:19][C:28]3[CH:33]=[N:32][C:31]([C:34](=[O:35])[NH2:36])=[CH:30][N:29]=3)[CH:14]=[C:15]([CH3:16])[C:7]1=2)[CH3:2]. (2) Given the reactants [OH:1][C:2]1[CH:3]=[C:4]([CH:26]=[CH:27][CH:28]=1)[CH2:5][N:6]1[C:11](=[O:12])[C:10]2[S:13][C:14]([C:16]3[CH:21]=[CH:20][C:19]([C:22]([F:25])([F:24])[F:23])=[CH:18][CH:17]=3)=[CH:15][C:9]=2[CH:8]=[N:7]1.[CH3:29][N:30]1[CH2:35][CH2:34][CH:33]([OH:36])[CH2:32][CH2:31]1.CCOC(/N=N/C(OCC)=O)=O, predict the reaction product. The product is: [C:11]([OH:12])(=[O:36])[CH3:10].[CH3:29][N:30]1[CH2:35][CH2:34][CH:33]([O:1][C:2]2[CH:3]=[C:4]([CH:26]=[CH:27][CH:28]=2)[CH2:5][N:6]2[C:11](=[O:12])[C:10]3[S:13][C:14]([C:16]4[CH:17]=[CH:18][C:19]([C:22]([F:25])([F:24])[F:23])=[CH:20][CH:21]=4)=[CH:15][C:9]=3[CH:8]=[N:7]2)[CH2:32][CH2:31]1. (3) Given the reactants [CH2:1]([O:3][C:4](=[O:19])[CH2:5][CH:6]1[CH2:11][CH2:10][CH2:9][CH2:8][N:7]1[C:12](=[O:18])[C:13](OCC)=[O:14])[CH3:2].[O-]CC.[K+], predict the reaction product. The product is: [OH:14][C:13]1[C:12](=[O:18])[N:7]2[CH:6]([CH2:11][CH2:10][CH2:9][CH2:8]2)[C:5]=1[C:4]([O:3][CH2:1][CH3:2])=[O:19]. (4) Given the reactants [CH2:1]([N:3]([CH2:11][C:12]1[CH:13]=[N:14][CH:15]=[C:16]([C:19]2[CH:20]=[C:21]3[C:25](=[CH:26][CH:27]=2)[N:24]([CH:28]2[CH2:33][CH2:32][CH2:31][CH2:30][O:29]2)[N:23]=[C:22]3[C:34]2[NH:35][C:36]([C:39]([NH:41][CH2:42][C:43]3C=NC=[CH:47][CH:48]=3)=[O:40])=[CH:37][N:38]=2)[C:17]=1[CH3:18])[C:4](=[O:10])[O:5][C:6]([CH3:9])([CH3:8])[CH3:7])[CH3:2].C(OC(N(CC1C(C)=C(C2C=C3C(=CC=2)N(C2CCCCO2)N=C3C2NC(C(O)=O)=CN=2)C=NC=1)CC)=O)(C)(C)C.CCN(CC)CC.N1CCCC1.CN(C(ON1N=NC2C=CC=NC1=2)=[N+](C)C)C.F[P-](F)(F)(F)(F)F, predict the reaction product. The product is: [CH2:1]([N:3]([CH2:11][C:12]1[CH:13]=[N:14][CH:15]=[C:16]([C:19]2[CH:20]=[C:21]3[C:25](=[CH:26][CH:27]=2)[N:24]([CH:28]2[CH2:33][CH2:32][CH2:31][CH2:30][O:29]2)[N:23]=[C:22]3[C:34]2[NH:35][C:36]([C:39]([N:41]3[CH2:42][CH2:43][CH2:48][CH2:47]3)=[O:40])=[CH:37][N:38]=2)[C:17]=1[CH3:18])[C:4](=[O:10])[O:5][C:6]([CH3:7])([CH3:9])[CH3:8])[CH3:2]. (5) Given the reactants [CH:1](=[O:4])[CH2:2]O.[NH2:5][C:6]1[CH:7]=[CH:8][CH:9]=[C:10]2[C:15]=1[N:14]=[CH:13][CH:12]=[CH:11]2.C(O[BH-](OC(=O)C)OC(=O)C)(=O)C.[Na+], predict the reaction product. The product is: [N:14]1[C:15]2[C:10](=[CH:9][CH:8]=[CH:7][C:6]=2[NH:5][CH2:2][CH2:1][OH:4])[CH:11]=[CH:12][CH:13]=1. (6) Given the reactants [CH2:1]([O:3][C:4](=[O:19])[CH2:5][S:6]([C:9]1[CH:14]=[CH:13][C:12]([O:15][CH2:16][C:17]#[CH:18])=[CH:11][CH:10]=1)(=[O:8])=[O:7])[CH3:2].[Br:20][C:21]1[CH:34]=[CH:33][C:24]([CH2:25][N:26]([CH2:30][CH2:31]Cl)[CH2:27][CH2:28]Cl)=[CH:23][CH:22]=1, predict the reaction product. The product is: [CH2:1]([O:3][C:4]([C:5]1([S:6]([C:9]2[CH:10]=[CH:11][C:12]([O:15][CH2:16][C:17]#[CH:18])=[CH:13][CH:14]=2)(=[O:7])=[O:8])[CH2:28][CH2:27][N:26]([CH2:25][C:24]2[CH:33]=[CH:34][C:21]([Br:20])=[CH:22][CH:23]=2)[CH2:30][CH2:31]1)=[O:19])[CH3:2]. (7) The product is: [OH:10][B:7]1[C:6]2[CH:11]=[C:2]([NH:1][S:32]([C:24]3[CH:25]=[CH:26][C:27]([N+:29]([O-:31])=[O:30])=[CH:28][C:23]=3[CH2:22][CH2:21][O:20][CH3:19])(=[O:33])=[O:34])[CH:3]=[CH:4][C:5]=2[CH2:9][O:8]1. Given the reactants [NH2:1][C:2]1[CH:3]=[CH:4][C:5]2[CH2:9][O:8][B:7]([OH:10])[C:6]=2[CH:11]=1.CN1CCOCC1.[CH3:19][O:20][CH2:21][CH2:22][C:23]1[CH:28]=[C:27]([N+:29]([O-:31])=[O:30])[CH:26]=[CH:25][C:24]=1[S:32](Cl)(=[O:34])=[O:33], predict the reaction product. (8) Given the reactants CCN(C(C)C)C(C)C.[NH:10]1[CH2:13][CH:12]([CH2:14][C:15]([NH:17][S:18]([CH2:21][C:22]2[CH:27]=[CH:26][CH:25]=[CH:24][CH:23]=2)(=[O:20])=[O:19])=[O:16])[CH2:11]1.Cl[C:29]1[C:39]([C:40]#[N:41])=[CH:38][C:32]([C:33]([O:35][CH2:36][CH3:37])=[O:34])=[C:31]([CH:42]([F:44])[F:43])[N:30]=1.C([O-])(O)=O.[Na+], predict the reaction product. The product is: [CH2:21]([S:18]([NH:17][C:15](=[O:16])[CH2:14][CH:12]1[CH2:11][N:10]([C:29]2[C:39]([C:40]#[N:41])=[CH:38][C:32]([C:33]([O:35][CH2:36][CH3:37])=[O:34])=[C:31]([CH:42]([F:43])[F:44])[N:30]=2)[CH2:13]1)(=[O:20])=[O:19])[C:22]1[CH:27]=[CH:26][CH:25]=[CH:24][CH:23]=1. (9) Given the reactants Cl[C:2]1[CH:7]=[CH:6][N:5]2[C:8]([C:11]([NH:13][C:14]3[CH:22]=[CH:21][CH:20]=[C:19]4[C:15]=3[C:16]([CH:31]3[CH2:33][CH2:32]3)=[N:17][N:18]4[CH2:23][C:24]3[CH:29]=[CH:28][CH:27]=[C:26]([CH3:30])[N:25]=3)=[O:12])=[CH:9][N:10]=[C:4]2[CH:3]=1.[CH2:34]([OH:41])[C:35]1[CH:40]=[CH:39][CH:38]=[CH:37][CH:36]=1.[OH-].[K+].O, predict the reaction product. The product is: [CH2:34]([O:41][C:2]1[CH:7]=[CH:6][N:5]2[C:8]([C:11]([NH:13][C:14]3[CH:22]=[CH:21][CH:20]=[C:19]4[C:15]=3[C:16]([CH:31]3[CH2:33][CH2:32]3)=[N:17][N:18]4[CH2:23][C:24]3[CH:29]=[CH:28][CH:27]=[C:26]([CH3:30])[N:25]=3)=[O:12])=[CH:9][N:10]=[C:4]2[CH:3]=1)[C:35]1[CH:40]=[CH:39][CH:38]=[CH:37][CH:36]=1.